Task: Predict the reactants needed to synthesize the given product.. Dataset: Full USPTO retrosynthesis dataset with 1.9M reactions from patents (1976-2016) (1) The reactants are: [NH2:1][C:2]1[CH:20]=[CH:19][C:5]2[CH2:6][CH2:7][CH:8]([NH:12][C:13](=[O:18])[C:14]([F:17])([F:16])[F:15])[C:9](=[O:11])[NH:10][C:4]=2[CH:3]=1.CS([C:24]1[N:29]=[CH:28][C:27]2=[CH:30][CH:31]=[C:32]([C:33]3[CH:38]=[CH:37][C:36]([S:39]([CH3:42])(=[O:41])=[O:40])=[CH:35][CH:34]=3)[N:26]2[N:25]=1)=O.[F-].[Cs+].C(N(CC)C(C)C)(C)C. Given the product [F:16][C:14]([F:17])([F:15])[C:13]([NH:12][CH:8]1[C:9](=[O:11])[NH:10][C:4]2[CH:3]=[C:2]([NH:1][C:24]3[N:29]=[CH:28][C:27]4=[CH:30][CH:31]=[C:32]([C:33]5[CH:34]=[CH:35][C:36]([S:39]([CH3:42])(=[O:41])=[O:40])=[CH:37][CH:38]=5)[N:26]4[N:25]=3)[CH:20]=[CH:19][C:5]=2[CH2:6][CH2:7]1)=[O:18], predict the reactants needed to synthesize it. (2) Given the product [Cl:1][C:2]1[CH:3]=[C:4]([NH:19][C:20]2[C:30]3[CH:29]=[C:28]([C:31]([O:33][CH3:34])=[O:32])[CH2:27][CH2:26][NH:25][C:24]=3[N:23]=[CH:22][N:21]=2)[CH:5]=[CH:6][C:7]=1[O:8][C:9]1[CH:14]=[CH:13][CH:12]=[C:11]([C:15]([F:17])([F:16])[F:18])[CH:10]=1, predict the reactants needed to synthesize it. The reactants are: [Cl:1][C:2]1[CH:3]=[C:4]([NH:19][C:20]2[C:30]3[CH:29]=[C:28]([C:31]([O:33][CH3:34])=[O:32])[CH2:27][CH2:26][N:25](CC4C=CC(OC)=CC=4)[C:24]=3[N:23]=[CH:22][N:21]=2)[CH:5]=[CH:6][C:7]=1[O:8][C:9]1[CH:14]=[CH:13][CH:12]=[C:11]([C:15]([F:18])([F:17])[F:16])[CH:10]=1.FC(F)(F)C(O)=O.